From a dataset of Reaction yield outcomes from USPTO patents with 853,638 reactions. Predict the reaction yield, written as a fraction of the theoretical maximum amount of product (1.0 means a 100% yield; for example, 0.34 means a 34% yield). (1) The reactants are [C:1]([Si:5]([CH3:28])([CH3:27])[O:6][C:7]1[CH:15]=[C:14]2[C:10]([C:11]([N:16]3[C:24](=[O:25])[C:23]4[C:18](=[CH:19][CH:20]=[CH:21][CH:22]=4)[C:17]3=[O:26])=[N:12][NH:13]2)=[CH:9][CH:8]=1)([CH3:4])([CH3:3])[CH3:2].CCN(C(C)C)C(C)C.[C:38](O[C:38]([O:40][C:41]([CH3:44])([CH3:43])[CH3:42])=[O:39])([O:40][C:41]([CH3:44])([CH3:43])[CH3:42])=[O:39].CCCCCC.CCOC(C)=O. The catalyst is C1COCC1. The product is [C:41]([O:40][C:38]([N:13]1[C:14]2[C:10](=[CH:9][CH:8]=[C:7]([O:6][Si:5]([C:1]([CH3:4])([CH3:3])[CH3:2])([CH3:28])[CH3:27])[CH:15]=2)[C:11]([N:16]2[C:24](=[O:25])[C:23]3[C:18](=[CH:19][CH:20]=[CH:21][CH:22]=3)[C:17]2=[O:26])=[N:12]1)=[O:39])([CH3:44])([CH3:43])[CH3:42]. The yield is 0.890. (2) The reactants are [NH2:1][C:2]1[CH:7]=[CH:6][C:5]([C:8]2[S:12][C:11]([CH:13]3[CH2:18][CH2:17][N:16]([CH2:19][C:20]([O:22][CH2:23][CH3:24])=[O:21])[CH2:15][CH2:14]3)=[N:10][CH:9]=2)=[CH:4][CH:3]=1.[F:25][C:26]1[CH:31]=[C:30]([F:32])[C:29]([F:33])=[CH:28][C:27]=1[N:34]=[C:35]=[O:36]. The yield is 0.870. The product is [F:25][C:26]1[CH:31]=[C:30]([F:32])[C:29]([F:33])=[CH:28][C:27]=1[NH:34][C:35](=[O:36])[NH:1][C:2]1[CH:7]=[CH:6][C:5]([C:8]2[S:12][C:11]([CH:13]3[CH2:18][CH2:17][N:16]([CH2:19][C:20]([O:22][CH2:23][CH3:24])=[O:21])[CH2:15][CH2:14]3)=[N:10][CH:9]=2)=[CH:4][CH:3]=1. No catalyst specified. (3) The reactants are Br[C:2]1[N:3]=[CH:4][C:5]2[N:6]([C:8]([C:11]3[CH:19]=[CH:18][C:14]([C:15]([NH2:17])=[O:16])=[CH:13][CH:12]=3)=[CH:9][N:10]=2)[CH:7]=1.[CH2:20]([O:22][C:23]([C:25]1[CH:30]=[CH:29][C:28](B(O)O)=[CH:27][CH:26]=1)=[O:24])[CH3:21].C([O-])([O-])=O.[Na+].[Na+]. The catalyst is O1CCOCC1.O.C1C=CC([P]([Pd]([P](C2C=CC=CC=2)(C2C=CC=CC=2)C2C=CC=CC=2)([P](C2C=CC=CC=2)(C2C=CC=CC=2)C2C=CC=CC=2)[P](C2C=CC=CC=2)(C2C=CC=CC=2)C2C=CC=CC=2)(C2C=CC=CC=2)C2C=CC=CC=2)=CC=1. The product is [C:15]([C:14]1[CH:18]=[CH:19][C:11]([C:8]2[N:6]3[CH:7]=[C:2]([C:28]4[CH:29]=[CH:30][C:25]([C:23]([O:22][CH2:20][CH3:21])=[O:24])=[CH:26][CH:27]=4)[N:3]=[CH:4][C:5]3=[N:10][CH:9]=2)=[CH:12][CH:13]=1)(=[O:16])[NH2:17]. The yield is 0.620. (4) The reactants are Cl.[C:2]1([C:8]2[S:12][C:11]([CH2:13][C:14]3[CH:26]=[CH:25][C:17]([O:18][CH2:19][C@H:20]4[CH2:24][CH2:23][CH2:22][NH:21]4)=[CH:16][CH:15]=3)=[CH:10][CH:9]=2)[CH:7]=[CH:6][CH:5]=[CH:4][CH:3]=1.Br[CH2:28][CH2:29][CH2:30][C:31]([O:33]C)=[O:32]. No catalyst specified. The product is [C:2]1([C:8]2[S:12][C:11]([CH2:13][C:14]3[CH:15]=[CH:16][C:17]([O:18][CH2:19][C@H:20]4[CH2:24][CH2:23][CH2:22][N:21]4[CH2:28][CH2:29][CH2:30][C:31]([OH:33])=[O:32])=[CH:25][CH:26]=3)=[CH:10][CH:9]=2)[CH:3]=[CH:4][CH:5]=[CH:6][CH:7]=1. The yield is 0.360. (5) The reactants are [C:1]([Si:5]([O:8][C:9]1[CH:14]=[C:13]([O:15][CH2:16][CH3:17])[CH:12]=[CH:11][C:10]=1[F:18])([CH3:7])[CH3:6])([CH3:4])([CH3:3])[CH3:2].CN(C)CCN(C)CCN(C)C.C([Li])CCC.CCCCCC.C[O:43][B:44](OC)[O:45]C. The catalyst is C1COCC1. The product is [Si:5]([O:8][C:9]1[C:10]([F:18])=[C:11]([B:44]([OH:45])[OH:43])[CH:12]=[C:13]([O:15][CH2:16][CH3:17])[CH:14]=1)([C:1]([CH3:4])([CH3:3])[CH3:2])([CH3:7])[CH3:6]. The yield is 0.720. (6) The reactants are C([O:8][C:9]1[CH:14]=[CH:13][C:12]([O:15][CH2:16][O:17][CH3:18])=[CH:11][N:10]=1)C1C=CC=CC=1. The catalyst is CCO.[Pd]. The product is [CH3:18][O:17][CH2:16][O:15][C:12]1[CH:13]=[CH:14][C:9]([OH:8])=[N:10][CH:11]=1. The yield is 1.00. (7) The reactants are [CH3:1][C:2]([CH3:12])=[CH:3][CH2:4][C:5]1[CH:10]=[CH:9][C:8]([OH:11])=[CH:7][CH:6]=1. The catalyst is [Rh].C1CCCCC1. The product is [CH2:4]([C@@H:5]1[CH2:6][CH2:7][C@H:8]([OH:11])[CH2:9][CH2:10]1)[CH2:3][CH:2]([CH3:12])[CH3:1].[CH2:4]([C@H:5]1[CH2:6][CH2:7][C@H:8]([OH:11])[CH2:9][CH2:10]1)[CH2:3][CH:2]([CH3:12])[CH3:1]. The yield is 0.504. (8) The reactants are [Br:1][C:2]1[CH:10]=[C:6]([C:7]([OH:9])=O)[C:5]([OH:11])=[CH:4][CH:3]=1.[NH2:12][C:13]1[S:14][C:15]([CH3:19])=[C:16]([CH3:18])[N:17]=1. No catalyst specified. The product is [Br:1][C:2]1[CH:3]=[CH:4][C:5]([OH:11])=[C:6]([CH:10]=1)[C:7]([NH:12][C:13]1[S:14][C:15]([CH3:19])=[C:16]([CH3:18])[N:17]=1)=[O:9]. The yield is 0.144. (9) The reactants are [F:1][C:2]1[CH:28]=[CH:27][C:5]([O:6][C:7]2[CH:12]=[CH:11][C:10]([C:13]3[N:18]=[C:17]([NH:19][C:20](=[O:26])[C@@H:21]([NH2:25])[C@@H:22]([OH:24])[CH3:23])[CH:16]=[CH:15][CH:14]=3)=[CH:9][CH:8]=2)=[CH:4][CH:3]=1.Cl.[C:30](O)(=[O:33])[CH2:31][OH:32].CN(C(ON1N=NC2C=CC=NC1=2)=[N+](C)C)C.F[P-](F)(F)(F)(F)F.CCN(C(C)C)C(C)C. The catalyst is C(Cl)Cl.C1COCC1. The product is [F:1][C:2]1[CH:3]=[CH:4][C:5]([O:6][C:7]2[CH:8]=[CH:9][C:10]([C:13]3[N:18]=[C:17]([NH:19][C:20](=[O:26])[C@@H:21]([NH:25][C:31](=[O:32])[CH2:30][OH:33])[C@@H:22]([OH:24])[CH3:23])[CH:16]=[CH:15][CH:14]=3)=[CH:11][CH:12]=2)=[CH:27][CH:28]=1. The yield is 0.480.